This data is from Merck oncology drug combination screen with 23,052 pairs across 39 cell lines. The task is: Regression. Given two drug SMILES strings and cell line genomic features, predict the synergy score measuring deviation from expected non-interaction effect. (1) Drug 1: O=C(NOCC(O)CO)c1ccc(F)c(F)c1Nc1ccc(I)cc1F. Drug 2: Cn1c(=O)n(-c2ccc(C(C)(C)C#N)cc2)c2c3cc(-c4cnc5ccccc5c4)ccc3ncc21. Cell line: OCUBM. Synergy scores: synergy=41.4. (2) Drug 1: CN1C(=O)C=CC2(C)C3CCC4(C)C(NC(=O)OCC(F)(F)F)CCC4C3CCC12. Drug 2: CN(Cc1cnc2nc(N)nc(N)c2n1)c1ccc(C(=O)NC(CCC(=O)O)C(=O)O)cc1. Cell line: CAOV3. Synergy scores: synergy=5.84.